Dataset: Catalyst prediction with 721,799 reactions and 888 catalyst types from USPTO. Task: Predict which catalyst facilitates the given reaction. (1) Reactant: [Si:1]([O:8][CH2:9][C@@H:10]1[NH:14][C:13](=[O:15])[CH2:12][CH2:11]1)([C:4]([CH3:7])([CH3:6])[CH3:5])([CH3:3])[CH3:2].[H-].[Na+].Cl[CH2:19][C@@H:20]1[CH2:22][O:21]1. Product: [Si:1]([O:8][CH2:9][C@@H:10]1[N:14]([CH2:19][C@@H:20]2[CH2:22][O:21]2)[C:13](=[O:15])[CH2:12][CH2:11]1)([C:4]([CH3:7])([CH3:6])[CH3:5])([CH3:3])[CH3:2]. The catalyst class is: 1. (2) Reactant: [NH2:1][C:2]1[C:3]([F:23])=[CH:4][C:5]([Cl:22])=[C:6]([CH:21]=1)[O:7][C:8]1[CH:20]=[CH:19][CH:18]=[CH:17][C:9]=1[O:10][CH2:11][C:12]([O:14][CH2:15][CH3:16])=[O:13].Cl[C:25]([O:27][CH2:28][CH3:29])=[O:26].O1CCCC1.Cl. Product: [Cl:22][C:5]1[CH:4]=[C:3]([F:23])[C:2]([NH:1][C:25]([O:27][CH2:28][CH3:29])=[O:26])=[CH:21][C:6]=1[O:7][C:8]1[CH:20]=[CH:19][CH:18]=[CH:17][C:9]=1[O:10][CH2:11][C:12]([O:14][CH2:15][CH3:16])=[O:13]. The catalyst class is: 17. (3) Reactant: CS([Cl:5])(=O)=O.[CH2:6](O)[CH2:7][C:8]1[CH:13]=[CH:12][CH:11]=[CH:10][CH:9]=1.C(N(CC)CC)C.[CH3:22][C:23]1([CH3:46])[CH:27]([N:28]2[CH2:32][CH2:31][CH2:30][CH2:29]2)[C:26]2[C:33]([CH3:45])=[C:34]([N:39]3[CH2:44][CH2:43][NH:42][CH2:41][CH2:40]3)[C:35]([CH3:38])=[C:36]([CH3:37])[C:25]=2[O:24]1.[ClH:47]. Product: [ClH:5].[ClH:47].[CH3:22][C:23]1([CH3:46])[CH:27]([N:28]2[CH2:29][CH2:30][CH2:31][CH2:32]2)[C:26]2[C:33]([CH3:45])=[C:34]([N:39]3[CH2:40][CH2:41][N:42]([CH2:6][CH2:7][C:8]4[CH:13]=[CH:12][CH:11]=[CH:10][CH:9]=4)[CH2:43][CH2:44]3)[C:35]([CH3:38])=[C:36]([CH3:37])[C:25]=2[O:24]1. The catalyst class is: 115. (4) Reactant: O.O[N:3]1C2C=CC=CC=2N=N1.[C:12]([C:15]1[N:16]=[C:17]([CH:23]2[CH2:31][C:30]3[C:25](=[CH:26][CH:27]=[CH:28][CH:29]=3)[N:24]2[C:32]([O:34][C:35]([CH3:38])([CH3:37])[CH3:36])=[O:33])[NH:18][C:19]=1[CH2:20][CH2:21][CH3:22])(O)=[O:13]. Product: [NH2:3][C:12]([C:15]1[N:16]=[C:17]([CH:23]2[CH2:31][C:30]3[C:25](=[CH:26][CH:27]=[CH:28][CH:29]=3)[N:24]2[C:32]([O:34][C:35]([CH3:37])([CH3:36])[CH3:38])=[O:33])[NH:18][C:19]=1[CH2:20][CH2:21][CH3:22])=[O:13]. The catalyst class is: 2. (5) Reactant: [CH3:1][O:2][N:3]=[C:4]([C:9]1[CH:14]=[CH:13][CH:12]=[CH:11][C:10]=1[CH2:15][O:16][C:17]1[CH:22]=[CH:21][C:20]([O:23][CH:24]([CH3:28])[C:25](=O)[CH3:26])=[CH:19][C:18]=1[CH3:29])[C:5]([NH:7][CH3:8])=[O:6].[CH3:30][O:31][NH2:32]. Product: [CH3:1][O:2][N:3]=[C:4]([C:9]1[CH:14]=[CH:13][CH:12]=[CH:11][C:10]=1[CH2:15][O:16][C:17]1[CH:22]=[CH:21][C:20]([O:23][CH:24]([CH3:28])[C:25](=[N:32][O:31][CH3:30])[CH3:26])=[CH:19][C:18]=1[CH3:29])[C:5]([NH:7][CH3:8])=[O:6]. The catalyst class is: 5. (6) Reactant: [OH:1][C@@H:2]1[CH2:6][CH2:5][CH2:4][C@H:3]1[O:7][C:8]1[CH:15]=[CH:14][C:11]([CH:12]=O)=[CH:10][CH:9]=1.[C:16](#[N:20])[CH2:17][C:18]#[N:19].CN1CCOCC1. Product: [OH:1][C@@H:2]1[CH2:6][CH2:5][CH2:4][C@H:3]1[O:7][C:8]1[CH:15]=[CH:14][C:11]([CH:12]=[C:17]([C:16]#[N:20])[C:18]#[N:19])=[CH:10][CH:9]=1. The catalyst class is: 8. (7) Reactant: [CH3:1][C:2]1[CH:7]=[C:6]([CH3:8])[N:5]=[CH:4][CH:3]=1.N([O-])=O.[Na+].[Cl-:13].[Na+].[OH-].[Na+]. Product: [Cl:13][C:4]1[CH:3]=[C:2]([CH3:1])[CH:7]=[C:6]([CH3:8])[N:5]=1. The catalyst class is: 126. (8) Reactant: [CH:1]1([C:5]([O:7][CH2:8][CH3:9])=[O:6])[CH2:4][CH2:3][CH2:2]1.I[CH2:11][C:12]1[CH:13]=[CH:14][C:15]([O:18][CH2:19][CH2:20][C:21]2[N:22]=[C:23]([C:27]3[CH:32]=[CH:31][CH:30]=[CH:29][CH:28]=3)[O:24][C:25]=2[CH3:26])=[N:16][CH:17]=1. Product: [CH3:26][C:25]1[O:24][C:23]([C:27]2[CH:28]=[CH:29][CH:30]=[CH:31][CH:32]=2)=[N:22][C:21]=1[CH2:20][CH2:19][O:18][C:15]1[N:16]=[CH:17][C:12]([CH2:11][C:1]2([C:5]([O:7][CH2:8][CH3:9])=[O:6])[CH2:4][CH2:3][CH2:2]2)=[CH:13][CH:14]=1. The catalyst class is: 7. (9) Reactant: [CH:1]1([NH:4][C:5]([C@H:7]2[CH2:12][CH2:11][C@H:10]([CH2:13][N:14]([C:16]3[N:21]=[CH:20][C:19]([Br:22])=[CH:18][N:17]=3)[CH3:15])[CH2:9][CH2:8]2)=[O:6])[CH2:3][CH2:2]1.[H-].[Na+].[Cl-].Cl[CH2:27][CH2:28][NH+:29]([CH3:31])[CH3:30]. Product: [CH:1]1([N:4]([CH2:27][CH2:28][N:29]([CH3:31])[CH3:30])[C:5]([C@H:7]2[CH2:8][CH2:9][C@H:10]([CH2:13][N:14]([C:16]3[N:21]=[CH:20][C:19]([Br:22])=[CH:18][N:17]=3)[CH3:15])[CH2:11][CH2:12]2)=[O:6])[CH2:3][CH2:2]1. The catalyst class is: 44.